This data is from Retrosynthesis with 50K atom-mapped reactions and 10 reaction types from USPTO. The task is: Predict the reactants needed to synthesize the given product. Given the product C=C(C)[C@@H]1CC[C@]2(C(=O)NCCN(C)C)CC[C@]3(C)[C@H](CC[C@@H]4[C@@]5(C)CC=C(c6ccc(C(=O)OC)s6)C(C)(C)[C@@H]5CC[C@]43C)[C@@H]12, predict the reactants needed to synthesize it. The reactants are: C=C(C)[C@@H]1CC[C@]2(C(=O)NCCN(C)C)CC[C@]3(C)[C@H](CCC4[C@@]5(C)CC=C(OS(=O)(=O)C(F)(F)F)C(C)(C)[C@@H]5CC[C@]43C)[C@@H]12.COC(=O)c1ccc(B(O)O)s1.